Dataset: Peptide-MHC class I binding affinity with 185,985 pairs from IEDB/IMGT. Task: Regression. Given a peptide amino acid sequence and an MHC pseudo amino acid sequence, predict their binding affinity value. This is MHC class I binding data. (1) The peptide sequence is AHSTIMPRL. The MHC is HLA-A02:01 with pseudo-sequence HLA-A02:01. The binding affinity (normalized) is 0.0847. (2) The peptide sequence is SPMETTAEF. The MHC is HLA-B35:01 with pseudo-sequence HLA-B35:01. The binding affinity (normalized) is 0.936. (3) The peptide sequence is KVVNRWLFR. The MHC is HLA-A11:01 with pseudo-sequence HLA-A11:01. The binding affinity (normalized) is 0.854. (4) The peptide sequence is VLTSVDIET. The MHC is HLA-A02:06 with pseudo-sequence HLA-A02:06. The binding affinity (normalized) is 0.758. (5) The peptide sequence is ELCAEAEEL. The MHC is HLA-A02:01 with pseudo-sequence HLA-A02:01. The binding affinity (normalized) is 0.104. (6) The peptide sequence is YRYCHQLAL. The MHC is HLA-B27:20 with pseudo-sequence HLA-B27:20. The binding affinity (normalized) is 1.00.